Predict the product of the given reaction. From a dataset of Forward reaction prediction with 1.9M reactions from USPTO patents (1976-2016). (1) The product is: [CH:1]1([C@@H:7]([NH:9][C:10]([C:12]2[C:21]3[C:16](=[CH:17][C:18]([O:24][CH3:25])=[C:19]([O:22][CH3:23])[CH:20]=3)[N:15]=[C:14]([C:26]3[CH:31]=[CH:30][CH:29]=[CH:28][CH:27]=3)[C:13]=2[CH2:32][Br:33])=[O:11])[CH3:8])[CH2:6][CH2:5][CH2:4][CH2:3][CH2:2]1. Given the reactants [CH:1]1([C@@H:7]([NH:9][C:10]([C:12]2[C:21]3[C:16](=[CH:17][C:18]([O:24][CH3:25])=[C:19]([O:22][CH3:23])[CH:20]=3)[N:15]=[C:14]([C:26]3[CH:31]=[CH:30][CH:29]=[CH:28][CH:27]=3)[C:13]=2[CH3:32])=[O:11])[CH3:8])[CH2:6][CH2:5][CH2:4][CH2:3][CH2:2]1.[Br:33]N1C(=O)CCC1=O.C(OOC(=O)C1C=CC=CC=1)(=O)C1C=CC=CC=1, predict the reaction product. (2) The product is: [Cl:1][C:2]1[C:7]([O:8][CH3:9])=[CH:6][CH:5]=[CH:4][N:3]=1. Given the reactants [Cl:1][C:2]1[C:7]([OH:8])=[CH:6][CH:5]=[CH:4][N:3]=1.[C:9](=O)([O-])[O-].[K+].[K+].CI.O, predict the reaction product. (3) Given the reactants Cl.[CH3:2][CH:3]([CH2:8][N:9]1[CH2:14][CH2:13][CH2:12][CH2:11][CH2:10]1)[CH2:4][C:5]([OH:7])=[O:6].C(Cl)(=O)C(Cl)=O.C(OC([N:28]1[C:32]([NH2:33])=[CH:31][C:30]([C:34]2[CH:35]=[C:36]3[C:41](=[CH:42][CH:43]=2)[N:40]=[CH:39][CH:38]=[CH:37]3)=[N:29]1)=O)(C)(C)C.Cl, predict the reaction product. The product is: [CH:5]([OH:7])=[O:6].[CH3:2][CH:3]([CH2:8][N:9]1[CH2:14][CH2:13][CH2:12][CH2:11][CH2:10]1)[CH2:4][C:5]([NH:33][C:32]1[NH:28][N:29]=[C:30]([C:34]2[CH:35]=[C:36]3[C:41](=[CH:42][CH:43]=2)[N:40]=[CH:39][CH:38]=[CH:37]3)[CH:31]=1)=[O:7]. (4) The product is: [F:1][C:2]1[CH:3]=[CH:4][C:5]([C:8]2[C:12]([CH2:13][O:14][C:15]3[CH:23]=[CH:22][C:18]([C:19]([NH2:49])=[O:21])=[C:17]([CH:46]4[CH2:47][CH2:39][O:44][CH2:43][CH2:42]4)[N:16]=3)=[C:11]([CH3:24])[O:10][N:9]=2)=[N:6][CH:7]=1. Given the reactants [F:1][C:2]1[CH:3]=[CH:4][C:5]([C:8]2[C:12]([CH2:13][O:14][C:15]3[CH:23]=[CH:22][C:18]([C:19]([OH:21])=O)=[CH:17][N:16]=3)=[C:11]([CH3:24])[O:10][N:9]=2)=[N:6][CH:7]=1.ClC1C=C(C2C(CO[C:39]3[CH:47]=[CH:46][C:42]([C:43](O)=[O:44])=CN=3)=C(C)ON=2)C=CC=1.[NH2:49]C1CCOCC1, predict the reaction product. (5) Given the reactants [CH2:1]([O:8][CH2:9][CH2:10][C@H:11]([NH:30][C:31](=[O:37])[O:32][C:33]([CH3:36])([CH3:35])[CH3:34])[C:12]([NH:14][N:15]1[CH:19]=[CH:18][C:17]([Br:20])=[C:16]1[C:21](=[O:29])[NH:22][C:23]1[CH:28]=[CH:27][CH:26]=[CH:25][CH:24]=1)=O)[C:2]1[CH:7]=[CH:6][CH:5]=[CH:4][CH:3]=1.C1(P(C2C=CC=CC=2)C2C=CC=CC=2)C=CC=CC=1.BrBr.C(N(CC)CC)C.C[S-].[Na+], predict the reaction product. The product is: [CH2:1]([O:8][CH2:9][CH2:10][C@H:11]([NH:30][C:31](=[O:37])[O:32][C:33]([CH3:36])([CH3:35])[CH3:34])[C:12]1[N:22]([C:23]2[CH:28]=[CH:27][CH:26]=[CH:25][CH:24]=2)[C:21](=[O:29])[C:16]2=[C:17]([Br:20])[CH:18]=[CH:19][N:15]2[N:14]=1)[C:2]1[CH:7]=[CH:6][CH:5]=[CH:4][CH:3]=1. (6) Given the reactants NN.[CH2:3]([O:28][C:29]1[CH:34]=[C:33]([O:35][CH3:36])[C:32]([C:37]([N:39]2[CH2:43][C:42](=[CH2:44])[CH2:41][C@H:40]2[CH2:45][OH:46])=[O:38])=[CH:31][C:30]=1[N+:47]([O-])=O)[CH2:4][CH2:5][O:6][C:7]1[CH:12]=[C:11]([O:13][CH3:14])[C:10]([C:15]([N:17]2[CH2:21][C:20](=[CH2:22])[CH2:19][CH:18]2[CH2:23][OH:24])=[O:16])=[CH:9][C:8]=1[N+:25]([O-])=O.C(Cl)(Cl)Cl.CO, predict the reaction product. The product is: [CH2:5]([O:6][C:7]1[CH:12]=[C:11]([O:13][CH3:14])[C:10]([C:15]([N:17]2[CH2:21][C@@H:20]([CH3:22])[CH2:19][C@H:18]2[CH2:23][OH:24])=[O:16])=[CH:9][C:8]=1[NH2:25])[CH2:4][CH2:3][O:28][C:29]1[CH:34]=[C:33]([O:35][CH3:36])[C:32]([C:37]([N:39]2[CH2:43][CH:42]([CH3:44])[CH2:41][CH:40]2[CH2:45][OH:46])=[O:38])=[CH:31][C:30]=1[NH2:47]. (7) Given the reactants C([N:4]1[C:12]2[C:7](=[CH:8][CH:9]=[CH:10][CH:11]=2)/[C:6](=[C:13](/[NH:20][C:21]2[CH:26]=[CH:25][C:24]([NH:27][S:28]([C:31]3[CH:36]=[CH:35][CH:34]=[CH:33][CH:32]=3)(=[O:30])=[O:29])=[CH:23][CH:22]=2)\[C:14]2[CH:19]=[CH:18][CH:17]=[CH:16][CH:15]=2)/[C:5]1=[O:37])(=O)C.[CH3:38][N:39]([CH3:44])[C:40](=[O:43])[CH2:41]Br.CC(C)([O-])C.[K+].[OH-].[Na+], predict the reaction product. The product is: [CH3:38][N:39]([CH3:44])[C:40]([CH2:41][N:27]([C:24]1[CH:25]=[CH:26][C:21]([NH:20]/[C:13](=[C:6]2\[C:5](=[O:37])[NH:4][C:12]3[C:7]\2=[CH:8][CH:9]=[CH:10][CH:11]=3)/[C:14]2[CH:15]=[CH:16][CH:17]=[CH:18][CH:19]=2)=[CH:22][CH:23]=1)[S:28]([C:31]1[CH:36]=[CH:35][CH:34]=[CH:33][CH:32]=1)(=[O:29])=[O:30])=[O:43]. (8) The product is: [CH3:29][O:28][C:26](=[O:27])[C:25]1[CH:30]=[CH:31][C:22]([O:14][CH2:13][CH:12]([C:8]2[CH:7]=[C:6]3[C:11]([C:2]([CH3:20])([CH3:1])[CH2:3][CH2:4][O:5]3)=[CH:10][CH:9]=2)[CH2:15][CH2:16][CH2:17][CH2:18][CH3:19])=[CH:23][CH:24]=1. Given the reactants [CH3:1][C:2]1([CH3:20])[C:11]2[C:6](=[CH:7][C:8]([CH:12]([CH2:15][CH2:16][CH2:17][CH2:18][CH3:19])[CH2:13][OH:14])=[CH:9][CH:10]=2)[O:5][CH2:4][CH2:3]1.O[C:22]1[CH:31]=[CH:30][C:25]([C:26]([O:28][CH3:29])=[O:27])=[CH:24][CH:23]=1.C1(P(C2C=CC=CC=2)C2C=CC=CC=2)C=CC=CC=1.N(C(OCC)=O)=NC(OCC)=O, predict the reaction product. (9) The product is: [CH:7]1([C@@H:5]2[N:4]([C:12]3[CH:19]=[CH:18][C:15]([C:16]#[N:17])=[C:14]([CH3:20])[N:13]=3)[N:3]=[C:2]([C:31]3[CH:30]=[CH:29][C:24]4[NH:25][C:26](=[O:28])[O:27][C:22]([CH3:42])([CH3:21])[C:23]=4[CH:32]=3)[CH2:6]2)[CH2:11][CH2:10][CH2:9][CH2:8]1. Given the reactants Cl[C:2]1[CH2:6][C@H:5]([CH:7]2[CH2:11][CH2:10][CH2:9][CH2:8]2)[N:4]([C:12]2[CH:19]=[CH:18][C:15]([C:16]#[N:17])=[C:14]([CH3:20])[N:13]=2)[N:3]=1.[CH3:21][C:22]1([CH3:42])[O:27][C:26](=[O:28])[NH:25][C:24]2[CH:29]=[CH:30][C:31](B3OC(C)(C)C(C)(C)O3)=[CH:32][C:23]1=2, predict the reaction product. (10) Given the reactants S([O-])([O-])(=O)=O.[Mg+2].[CH:7](=O)[CH2:8][CH2:9][CH2:10][CH3:11].O.C(O)(=O)C.[CH2:18]([NH:22][CH2:23][CH:24]([CH3:26])[CH3:25])[CH:19]([CH3:21])[CH3:20], predict the reaction product. The product is: [CH3:20][CH:19]([CH3:21])[CH2:18][N:22]([CH2:7][CH2:8][CH2:9][CH2:10][CH3:11])[CH2:23][CH:24]([CH3:26])[CH3:25].